From a dataset of Full USPTO retrosynthesis dataset with 1.9M reactions from patents (1976-2016). Predict the reactants needed to synthesize the given product. (1) Given the product [CH3:10][C:7]1([CH3:11])[CH2:8][CH2:9][CH:4]([CH:3]=[O:2])[CH2:5][CH2:6]1, predict the reactants needed to synthesize it. The reactants are: C[O:2][CH:3]=[C:4]1[CH2:9][CH2:8][C:7]([CH3:11])([CH3:10])[CH2:6][CH2:5]1. (2) The reactants are: O[CH2:2][C:3]1([C:6]#[N:7])[CH2:5][CH2:4]1.[C:8]1(=[O:18])[NH:12][C:11](=[O:13])[C:10]2=[CH:14][CH:15]=[CH:16][CH:17]=[C:9]12.C1(P(C2C=CC=CC=2)C2C=CC=CC=2)C=CC=CC=1.CCOC(/N=N/C(OCC)=O)=O. Given the product [O:13]=[C:11]1[C:10]2[C:9](=[CH:17][CH:16]=[CH:15][CH:14]=2)[C:8](=[O:18])[N:12]1[CH2:2][C:3]1([C:6]#[N:7])[CH2:5][CH2:4]1, predict the reactants needed to synthesize it. (3) Given the product [Br:12][C:9]1[CH:10]=[CH:11][C:6]2[NH:5][C:3](=[O:4])[CH2:2][N:14]3[C:13](=[N:17][C:16]([CH2:18][O:19][CH3:20])=[N:15]3)[C:7]=2[CH:8]=1, predict the reactants needed to synthesize it. The reactants are: Cl[CH2:2][C:3]([NH:5][C:6]1[CH:11]=[CH:10][C:9]([Br:12])=[CH:8][C:7]=1[C:13]1[NH:14][N:15]=[C:16]([CH2:18][O:19][CH3:20])[N:17]=1)=[O:4].ClCC(NC1C=CC(Cl)=CC=1C1NN=C(COC)N=1)=O. (4) Given the product [C:22]([C:25]1[CH:30]=[C:29]([C:2]2[C:3]([C:16]3[CH:21]=[CH:20][CH:19]=[CH:18][CH:17]=3)=[N:4][C:5]3[C:10]([N:11]=2)=[CH:9][C:8]([C:12]([O:14][CH3:15])=[O:13])=[CH:7][CH:6]=3)[CH:28]=[CH:27][CH:26]=1)([OH:24])=[O:23], predict the reactants needed to synthesize it. The reactants are: Br[C:2]1[C:3]([C:16]2[CH:21]=[CH:20][CH:19]=[CH:18][CH:17]=2)=[N:4][C:5]2[C:10]([N:11]=1)=[CH:9][C:8]([C:12]([O:14][CH3:15])=[O:13])=[CH:7][CH:6]=2.[C:22]([C:25]1[CH:26]=[C:27](B(O)O)[CH:28]=[CH:29][CH:30]=1)([OH:24])=[O:23]. (5) Given the product [Cl:23][C:18]1[CH:19]=[CH:20][CH:21]=[CH:22][C:17]=1[C:16]1[CH:15]=[CH:14][N:13]=[CH:12][C:11]=1[N:9]([CH3:10])[C:7](=[O:8])[C:6]1[CH:24]=[C:25]([C:27]([F:28])([F:29])[F:30])[CH:42]=[C:40]([C:38]([OH:39])([CH3:35])[CH3:32])[CH:5]=1, predict the reactants needed to synthesize it. The reactants are: COC(=O)C1C=[C:25]([C:27]([F:30])([F:29])[F:28])[CH:24]=[C:6]([C:7]([N:9]([C:11]2[CH:12]=[N:13][CH:14]=[CH:15][C:16]=2[C:17]2[CH:22]=[CH:21][CH:20]=[CH:19][C:18]=2[Cl:23])[CH3:10])=[O:8])[CH:5]=1.[CH3:32][Mg]Br.[C:35]([CH:38]([CH:40]([C:42]([O-])=O)O)[OH:39])([O-])=O.[K+].[Na+]. (6) The reactants are: [Cl:1][C:2]1[CH:3]=[C:4]([NH2:19])[CH:5]=[CH:6][C:7]=1[S:8][C:9]1[CH:18]=[CH:17][C:16]2[C:11](=[CH:12][CH:13]=[CH:14][CH:15]=2)[CH:10]=1.N1C=CC=CC=1.[I:26][C:27]1[CH:32]=[CH:31][C:30]([S:33](Cl)(=[O:35])=[O:34])=[CH:29][CH:28]=1. Given the product [Cl:1][C:2]1[CH:3]=[C:4]([NH:19][S:33]([C:30]2[CH:31]=[CH:32][C:27]([I:26])=[CH:28][CH:29]=2)(=[O:35])=[O:34])[CH:5]=[CH:6][C:7]=1[S:8][C:9]1[CH:18]=[CH:17][C:16]2[C:11](=[CH:12][CH:13]=[CH:14][CH:15]=2)[CH:10]=1, predict the reactants needed to synthesize it. (7) Given the product [Br:1][C:2]1[C:3]([Cl:10])=[C:4]([Cl:9])[C:5]([N:8]2[C:21]([CH3:22])=[CH:20][CH:19]=[C:24]2[CH3:23])=[N:6][CH:7]=1, predict the reactants needed to synthesize it. The reactants are: [Br:1][C:2]1[C:3]([Cl:10])=[C:4]([Cl:9])[C:5]([NH2:8])=[N:6][CH:7]=1.C(CC(=O)C)(=O)C.O.[C:19]1(C)[CH:24]=[CH:23][C:22](S(O)(=O)=O)=[CH:21][CH:20]=1.